This data is from Full USPTO retrosynthesis dataset with 1.9M reactions from patents (1976-2016). The task is: Predict the reactants needed to synthesize the given product. (1) Given the product [F:31][CH2:32][CH2:33][CH2:34][O:1][C:2]1[CH:3]=[C:4]([CH:9]=[CH:10][CH:11]=1)[C:5]([OH:7])=[O:6], predict the reactants needed to synthesize it. The reactants are: [OH:1][C:2]1[CH:3]=[C:4]([CH:9]=[CH:10][CH:11]=1)[C:5]([O:7]C)=[O:6].C1(P(C2C=CC=CC=2)C2C=CC=CC=2)C=CC=CC=1.[F:31][CH2:32][CH2:33][CH2:34]O.N(C(OC(C)C)=O)=NC(OC(C)C)=O.[OH-].[Na+]. (2) Given the product [Br:11][C:8]1[CH:9]=[CH:10][C:5]([C:3]2[NH:25][C:38]([C@@H:39]3[CH2:18][CH2:17][CH2:16][N:15]3[C:12](=[O:14])[CH3:13])=[N:40][CH:2]=2)=[CH:6][CH:7]=1, predict the reactants needed to synthesize it. The reactants are: Br[CH2:2][C:3]([C:5]1[CH:10]=[CH:9][C:8]([Br:11])=[CH:7][CH:6]=1)=O.[C:12]([N:15]1C[CH2:18][CH2:17][C@H:16]1C(O)=O)(=[O:14])[CH3:13].CC[N:25](C(C)C)C(C)C.CC(=O)OCC.[C:38](#[N:40])[CH3:39]. (3) Given the product [C:20]([O:24][C:25](=[O:26])[NH:1][C:2]1[C:7]([CH3:8])=[CH:6][C:5]([Br:9])=[CH:4][N:3]=1)([CH3:23])([CH3:22])[CH3:21], predict the reactants needed to synthesize it. The reactants are: [NH2:1][C:2]1[C:7]([CH3:8])=[CH:6][C:5]([Br:9])=[CH:4][N:3]=1.C[Si]([N-][Si](C)(C)C)(C)C.[Na+].[C:20]([O:24][C:25](O[C:25]([O:24][C:20]([CH3:23])([CH3:22])[CH3:21])=[O:26])=[O:26])([CH3:23])([CH3:22])[CH3:21].